This data is from Catalyst prediction with 721,799 reactions and 888 catalyst types from USPTO. The task is: Predict which catalyst facilitates the given reaction. (1) Reactant: [NH2:1][C:2]1[N:10]=[C:9]([C:11]2[C:19]3[C:14](=[N:15][CH:16]=[CH:17][CH:18]=3)[N:13]([CH2:20][C:21]3[CH:26]=[CH:25][CH:24]=[CH:23][C:22]=3[F:27])[N:12]=2)[N:8]=[C:7]2[C:3]=1[NH:4][C:5](=[S:28])[NH:6]2.C(=O)([O-])[O-].[K+].[K+].I[CH2:36][CH3:37]. Product: [CH2:36]([S:28][C:5]1[NH:4][C:3]2[C:7](=[N:8][C:9]([C:11]3[C:19]4[C:14](=[N:15][CH:16]=[CH:17][CH:18]=4)[N:13]([CH2:20][C:21]4[CH:26]=[CH:25][CH:24]=[CH:23][C:22]=4[F:27])[N:12]=3)=[N:10][C:2]=2[NH2:1])[N:6]=1)[CH3:37]. The catalyst class is: 9. (2) Reactant: [Br:1][C:2]1[CH:7]=[CH:6][C:5]([S:8](Cl)(=[O:10])=[O:9])=[CH:4][CH:3]=1.[CH3:12][O:13][CH2:14][CH2:15][NH2:16].C(N(CC)CC)C. Product: [Br:1][C:2]1[CH:7]=[CH:6][C:5]([S:8]([NH:16][CH2:15][CH2:14][O:13][CH3:12])(=[O:10])=[O:9])=[CH:4][CH:3]=1. The catalyst class is: 2. (3) Reactant: [CH3:1][C:2]1[CH:3]=[CH:4][CH:5]=[C:6]2[C:11]=1[NH:10][C:9](=[O:12])[C:8]([CH:13]=O)=[CH:7]2.[CH:15]([NH2:18])([CH3:17])[CH3:16].C(O[BH-](OC(=O)C)OC(=O)C)(=O)C.[Na+]. Product: [CH:15]([NH:18][CH2:13][C:8]1[C:9](=[O:12])[NH:10][C:11]2[C:6]([CH:7]=1)=[CH:5][CH:4]=[CH:3][C:2]=2[CH3:1])([CH3:17])[CH3:16]. The catalyst class is: 839. (4) Reactant: Cl[C:2]1[N:3]=[C:4]([N:13]2[CH2:18][CH2:17][N:16]([C:19](=[O:27])[CH2:20][C:21]3[CH:26]=[CH:25][CH:24]=[CH:23][CH:22]=3)[CH2:15][CH2:14]2)[C:5]2[CH:10]=[C:9]([CH2:11][CH3:12])[S:8][C:6]=2[N:7]=1.[SH:28][CH:29]([CH3:37])[C:30]([NH:32][CH2:33][C:34]([OH:36])=[O:35])=[O:31]. Product: [CH2:11]([C:9]1[S:8][C:6]2[N:7]=[C:2]([S:28][CH:29]([CH3:37])[C:30]([NH:32][CH2:33][C:34]([OH:36])=[O:35])=[O:31])[N:3]=[C:4]([N:13]3[CH2:18][CH2:17][N:16]([C:19](=[O:27])[CH2:20][C:21]4[CH:26]=[CH:25][CH:24]=[CH:23][CH:22]=4)[CH2:15][CH2:14]3)[C:5]=2[CH:10]=1)[CH3:12]. The catalyst class is: 3. (5) Product: [ClH:30].[NH2:22][C@@H:10]([CH2:9][C:4]1[CH:5]=[CH:6][C:7]([OH:8])=[C:2]([OH:1])[CH:3]=1)[C:11]([O:13][C@H:14]([CH3:21])[C@H:15]([O:17][C:18](=[O:20])[CH3:19])[CH3:16])=[O:12]. Reactant: [OH:1][C:2]1[CH:3]=[C:4]([CH2:9][C@H:10]([NH:22]C(OC(C)(C)C)=O)[C:11]([O:13][C@H:14]([CH3:21])[C@H:15]([O:17][C:18](=[O:20])[CH3:19])[CH3:16])=[O:12])[CH:5]=[CH:6][C:7]=1[OH:8].[ClH:30]. The catalyst class is: 12.